Predict the product of the given reaction. From a dataset of Forward reaction prediction with 1.9M reactions from USPTO patents (1976-2016). (1) Given the reactants [OH:1][C:2]1[C:7]([C:8]#[N:9])=[C:6]([CH3:10])[N:5]=[C:4]([CH3:11])[N:3]=1.[H-].[Al+3].[Li+].[H-].[H-].[H-].O1CCCC1, predict the reaction product. The product is: [NH2:9][CH2:8][C:7]1[C:2]([OH:1])=[N:3][C:4]([CH3:11])=[N:5][C:6]=1[CH3:10]. (2) The product is: [CH3:12][O:11][C:7]1[CH:6]=[C:5]([C:13]2[CH:17]=[C:16]([C:18]3[NH:27][C:20]4[CH:25]=[CH:24][CH:23]=[CH:22][C:21]=4[N:26]=3)[NH:15][N:14]=2)[CH:4]=[C:3]([O:2][CH3:1])[C:8]=1[O:9][CH3:10]. Given the reactants [CH3:1][O:2][C:3]1[CH:4]=[C:5]([C:13]2[CH:17]=[C:16]([CH:18]=O)[NH:15][N:14]=2)[CH:6]=[C:7]([O:11][CH3:12])[C:8]=1[O:9][CH3:10].[C:20]1([NH2:27])[CH:25]=[CH:24][CH:23]=[CH:22][C:21]=1[NH2:26], predict the reaction product. (3) Given the reactants [F:1][C:2]1[CH:3]=[N:4][C:5]([O:11][C:12]2[CH:17]=[CH:16][CH:15]=[C:14]([S:18][CH3:19])[CH:13]=2)=[C:6]([CH:10]=1)[C:7]([OH:9])=O.C([N:22]([CH2:25][CH3:26])[CH2:23]C)C.N[N:28]1C=CC=N[CH:29]1[OH:34].Cl.C[N:37](C)CCCN=C=NCC.ON1C2C=CC=CC=2N=N1, predict the reaction product. The product is: [F:1][C:2]1[CH:3]=[N:4][C:5]([O:11][C:12]2[CH:17]=[CH:16][CH:15]=[C:14]([S:18][CH3:19])[CH:13]=2)=[C:6]([CH:10]=1)[C:7]([NH:37][C:26]1[C:29]([OH:34])=[N:28][CH:23]=[N:22][CH:25]=1)=[O:9]. (4) Given the reactants [C:1]([O:5][C:6]([NH:8][C@@H:9]([CH2:13][CH3:14])[C:10]([OH:12])=[O:11])=[O:7])([CH3:4])([CH3:3])[CH3:2].C(=O)([O-])[O-].[K+].[K+].[CH2:21](Br)[C:22]1[CH:27]=[CH:26][CH:25]=[CH:24][CH:23]=1, predict the reaction product. The product is: [CH2:21]([O:11][C:10](=[O:12])[C@@H:9]([NH:8][C:6]([O:5][C:1]([CH3:4])([CH3:3])[CH3:2])=[O:7])[CH2:13][CH3:14])[C:22]1[CH:27]=[CH:26][CH:25]=[CH:24][CH:23]=1. (5) Given the reactants Br[CH2:2][C:3]([C:5]1[CH:10]=[CH:9][C:8]([O:11][CH3:12])=[CH:7][CH:6]=1)=O.[CH2:13]([C:20]1[CH:25]=[CH:24][CH:23]=[CH:22][N:21]=1)[C:14]1[CH:19]=[CH:18][CH:17]=[CH:16][CH:15]=1.C(=O)([O-])[O-].[K+].[K+], predict the reaction product. The product is: [C:14]1([C:13]2[C:3]([C:5]3[CH:10]=[CH:9][C:8]([O:11][CH3:12])=[CH:7][CH:6]=3)=[CH:2][N:21]3[C:20]=2[CH:25]=[CH:24][CH:23]=[CH:22]3)[CH:19]=[CH:18][CH:17]=[CH:16][CH:15]=1. (6) Given the reactants [C:1]([O:5][C:6]([NH:8][C@H:9]([C:17]([O:19]C)=[O:18])[CH2:10][O:11][CH2:12][CH2:13][CH2:14][CH:15]=[CH2:16])=[O:7])([CH3:4])([CH3:3])[CH3:2].O.[OH-].[Li+].Cl, predict the reaction product. The product is: [C:1]([O:5][C:6]([NH:8][C@H:9]([C:17]([OH:19])=[O:18])[CH2:10][O:11][CH2:12][CH2:13][CH2:14][CH:15]=[CH2:16])=[O:7])([CH3:4])([CH3:2])[CH3:3]. (7) Given the reactants [CH3:1][C:2]1[NH:3][C:4]2[C:9]([CH:10]=1)=[CH:8][C:7]([CH3:11])=[CH:6][CH:5]=2.[Cl:12][C:13]1[C:22]2[C:17](=[C:18]([Cl:23])[CH:19]=[CH:20][CH:21]=2)[N:16]=[CH:15][CH:14]=1, predict the reaction product. The product is: [ClH:12].[CH3:1][C:2]1[NH:3][C:4]2[C:9]([C:10]=1[C:13]1[C:22]3[C:17](=[C:18]([Cl:23])[CH:19]=[CH:20][CH:21]=3)[N:16]=[CH:15][CH:14]=1)=[CH:8][C:7]([CH3:11])=[CH:6][CH:5]=2.